From a dataset of HIV replication inhibition screening data with 41,000+ compounds from the AIDS Antiviral Screen. Binary Classification. Given a drug SMILES string, predict its activity (active/inactive) in a high-throughput screening assay against a specified biological target. The result is 1 (active). The compound is CC(C)CCCC(C)C1CCC2C3CCC4CC(CCC=C(c5cc(Cl)c(OCc6cccc([N+](=O)[O-])c6)c(C(=O)O)c5)c5cc(Cl)c(OCc6cccc([N+](=O)[O-])c6)c(C(=O)O)c5)CCC4(C)C3CCC12C.[NaH].